This data is from Full USPTO retrosynthesis dataset with 1.9M reactions from patents (1976-2016). The task is: Predict the reactants needed to synthesize the given product. (1) Given the product [O:16]=[C:15]1[C:8]2=[CH:7][C:6]3[CH:5]=[C:4]([C:17]#[N:18])[CH:3]=[C:2]([C:23]4[CH:24]=[N:19][CH:20]=[N:21][CH:22]=4)[C:10]=3[N:9]2[CH2:11][CH2:12][CH2:13][NH:14]1, predict the reactants needed to synthesize it. The reactants are: Br[C:2]1[C:10]2[N:9]3[CH2:11][CH2:12][CH2:13][NH:14][C:15](=[O:16])[C:8]3=[CH:7][C:6]=2[CH:5]=[C:4]([C:17]#[N:18])[CH:3]=1.[N:19]1[CH:24]=[C:23](B(O)O)[CH:22]=[N:21][CH:20]=1. (2) Given the product [Cl:1][C:2]1[C:14]2[C:13]3[CH:12]=[CH:11][CH:10]=[CH:9][C:8]=3[NH:7][C:6]=2[C:5]([C:15]([NH2:20])=[O:17])=[CH:4][N:3]=1, predict the reactants needed to synthesize it. The reactants are: [Cl:1][C:2]1[C:14]2[C:13]3[CH:12]=[CH:11][CH:10]=[CH:9][C:8]=3[NH:7][C:6]=2[C:5]([C:15]([O:17]C)=O)=[CH:4][N:3]=1.[Li][NH2:20]. (3) Given the product [O:29]1[CH2:30][CH2:31][O:32][CH:28]1[CH2:27][CH2:26]/[C:25](/[CH3:33])=[CH:24]/[CH:23]=[CH:22]/[CH2:21][CH2:20][CH2:19][OH:18], predict the reactants needed to synthesize it. The reactants are: C([Si]([O:18][CH2:19][CH2:20][CH2:21]/[CH:22]=[CH:23]/[CH:24]=[C:25](\[CH3:33])/[CH2:26][CH2:27][CH:28]1[O:32][CH2:31][CH2:30][O:29]1)(C1C=CC=CC=1)C1C=CC=CC=1)(C)(C)C.CCCC[N+](CCCC)(CCCC)CCCC.[F-]. (4) Given the product [F:12][C:4]1[C:5]([O:10][CH3:11])=[CH:6][C:7]([O:8][CH3:9])=[C:2]([F:1])[C:3]=1[N:13]1[CH2:18][C:17]2[CH:19]=[N:20][C:21]3[NH:25][C:24]([CH2:35][CH:36]4[CH2:41][CH2:40][NH:39][CH2:38][CH2:37]4)=[CH:23][C:22]=3[C:16]=2[N:15]([CH3:49])[C:14]1=[O:50], predict the reactants needed to synthesize it. The reactants are: [F:1][C:2]1[C:7]([O:8][CH3:9])=[CH:6][C:5]([O:10][CH3:11])=[C:4]([F:12])[C:3]=1[N:13]1[CH2:18][C:17]2[CH:19]=[N:20][C:21]3[N:25](S(C4C=CC=CC=4)(=O)=O)[C:24]([CH2:35][CH:36]4[CH2:41][CH2:40][N:39](C(OC(C)(C)C)=O)[CH2:38][CH2:37]4)=[CH:23][C:22]=3[C:16]=2[N:15]([CH3:49])[C:14]1=[O:50].CC(C)([O-])C.[K+]. (5) Given the product [CH3:30][N:26]([CH2:27][CH2:28][N:12]1[CH2:11][CH2:10][C:9]([C:3]2[CH:4]=[CH:5][CH:6]=[CH:7][CH:8]=2)([N:15]2[CH2:16][CH2:17][CH2:18][CH2:19]2)[CH2:14][CH2:13]1)[C:25](=[O:31])[O:24][C:20]([CH3:21])([CH3:23])[CH3:22], predict the reactants needed to synthesize it. The reactants are: Cl.Cl.[C:3]1([C:9]2([N:15]3[CH2:19][CH2:18][CH2:17][CH2:16]3)[CH2:14][CH2:13][NH:12][CH2:11][CH2:10]2)[CH:8]=[CH:7][CH:6]=[CH:5][CH:4]=1.[C:20]([O:24][C:25](=[O:31])[N:26]([CH3:30])[CH2:27][CH:28]=O)([CH3:23])([CH3:22])[CH3:21].C(B)#N.[Na].C(O)(=O)C.